Dataset: Peptide-MHC class II binding affinity with 134,281 pairs from IEDB. Task: Regression. Given a peptide amino acid sequence and an MHC pseudo amino acid sequence, predict their binding affinity value. This is MHC class II binding data. The peptide sequence is YRIAARPGAVTRRAA. The MHC is HLA-DPA10301-DPB10402 with pseudo-sequence HLA-DPA10301-DPB10402. The binding affinity (normalized) is 0.123.